From a dataset of Forward reaction prediction with 1.9M reactions from USPTO patents (1976-2016). Predict the product of the given reaction. (1) Given the reactants C(O)(C(F)(F)F)=O.C(OC(=O)[NH:14][C:15]1[N:20]=[C:19]([N:21]2[CH2:26][CH2:25][CH:24]([N:27]3[CH2:33][CH2:32][C:31]4[CH:34]=[C:35]([O:38][CH3:39])[CH:36]=[CH:37][C:30]=4[NH:29][C:28]3=[O:40])[CH2:23][CH2:22]2)[CH:18]=[C:17]([C:41]([C:43]2[CH:53]=[C:52]([CH3:54])[C:46]3[N:47]([CH3:51])[C:48](=[O:50])[O:49][C:45]=3[CH:44]=2)=[O:42])[CH:16]=1)(C)(C)C, predict the reaction product. The product is: [NH2:14][C:15]1[N:20]=[C:19]([N:21]2[CH2:26][CH2:25][CH:24]([N:27]3[CH2:33][CH2:32][C:31]4[CH:34]=[C:35]([O:38][CH3:39])[CH:36]=[CH:37][C:30]=4[NH:29][C:28]3=[O:40])[CH2:23][CH2:22]2)[CH:18]=[C:17]([C:41]([C:43]2[CH:53]=[C:52]([CH3:54])[C:46]3[N:47]([CH3:51])[C:48](=[O:50])[O:49][C:45]=3[CH:44]=2)=[O:42])[CH:16]=1. (2) Given the reactants [N+:1]([C:4]1[CH:5]=[C:6]([CH:10]=[CH:11][C:12]=1[CH3:13])[C:7]([OH:9])=O)([O-:3])=[O:2].CN(C(ON1N=NC2C=CC=NC1=2)=[N+](C)C)C.F[P-](F)(F)(F)(F)F.CCN(C(C)C)C(C)C.[CH3:47][C:48]1[N:49]([C:53]2[CH:54]=[C:55]([CH:57]=[C:58]([C:60]([F:63])([F:62])[F:61])[CH:59]=2)[NH2:56])[CH:50]=[CH:51][N:52]=1, predict the reaction product. The product is: [CH3:13][C:12]1[CH:11]=[CH:10][C:6]([C:7]([NH:56][C:55]2[CH:57]=[C:58]([C:60]([F:61])([F:62])[F:63])[CH:59]=[C:53]([N:49]3[CH:50]=[CH:51][N:52]=[C:48]3[CH3:47])[CH:54]=2)=[O:9])=[CH:5][C:4]=1[N+:1]([O-:3])=[O:2]. (3) Given the reactants N.[OH:2]O.[C:4]([C:6]1[C:7]([CH3:36])=[C:8]([C:12]2[CH:20]=[CH:19][C:18]([F:21])=[C:17]3[C:13]=2[CH2:14][CH2:15][C@H:16]3[O:22][C:23]2[CH:35]=[CH:34][C:26]3[C@H:27]([CH2:30][C:31]([OH:33])=[O:32])[CH2:28][O:29][C:25]=3[CH:24]=2)[CH:9]=[CH:10][CH:11]=1)#[N:5], predict the reaction product. The product is: [C:4]([C:6]1[C:7]([CH3:36])=[C:8]([C:12]2[CH:20]=[CH:19][C:18]([F:21])=[C:17]3[C:13]=2[CH2:14][CH2:15][C@H:16]3[O:22][C:23]2[CH:35]=[CH:34][C:26]3[C@H:27]([CH2:30][C:31]([OH:33])=[O:32])[CH2:28][O:29][C:25]=3[CH:24]=2)[CH:9]=[CH:10][CH:11]=1)(=[O:2])[NH2:5]. (4) Given the reactants [CH2:1]([CH:3]1[C:8]2[NH:9][C:10]3[C:15]([C:7]=2[CH2:6][CH2:5][N:4]1[CH3:17])=[CH:14][C:13]([CH3:16])=[CH:12][CH:11]=3)[CH3:2].N1CCC[C@H]1C(O)=O.[O-]P([O-])([O-])=O.[K+].[K+].[K+].Br[CH:35]=[C:36]([C:38]1[CH:43]=[CH:42][C:41]([Cl:44])=[C:40]([Cl:45])[CH:39]=1)[CH3:37], predict the reaction product. The product is: [Cl:45][C:40]1[CH:39]=[C:38]([C:36]([CH3:37])=[CH:35][N:9]2[C:10]3[C:15](=[CH:14][C:13]([CH3:16])=[CH:12][CH:11]=3)[C:7]3[CH2:6][CH2:5][N:4]([CH3:17])[CH:3]([CH2:1][CH3:2])[C:8]2=3)[CH:43]=[CH:42][C:41]=1[Cl:44]. (5) The product is: [NH:27]1[C:35]2[C:30](=[C:31]([C:2]3[N:3]=[C:4]([N:21]4[CH2:26][CH2:25][O:24][CH2:23][CH2:22]4)[C:5]4[O:10][C:9]5[N:11]=[CH:12][C:13]([N:15]6[CH2:20][CH2:19][O:18][CH2:17][CH2:16]6)=[CH:14][C:8]=5[C:6]=4[N:7]=3)[CH:32]=[CH:33][CH:34]=2)[CH:29]=[CH:28]1. Given the reactants Cl[C:2]1[N:3]=[C:4]([N:21]2[CH2:26][CH2:25][O:24][CH2:23][CH2:22]2)[C:5]2[O:10][C:9]3[N:11]=[CH:12][C:13]([N:15]4[CH2:20][CH2:19][O:18][CH2:17][CH2:16]4)=[CH:14][C:8]=3[C:6]=2[N:7]=1.[NH:27]1[C:35]2[CH:34]=[CH:33][CH:32]=[C:31](B(O)O)[C:30]=2[CH:29]=[CH:28]1.C([O-])([O-])=O.[Na+].[Na+].O1CCOCC1, predict the reaction product.